This data is from Full USPTO retrosynthesis dataset with 1.9M reactions from patents (1976-2016). The task is: Predict the reactants needed to synthesize the given product. (1) The reactants are: [CH3:1][O:2][C:3]1[CH:4]=[CH:5][C:6]2[S:10][C:9]([CH3:11])=[N:8][C:7]=2[CH:12]=1.[NH2:13]C1C=C(OCC)C=CC=1S. Given the product [CH2:9]([S:10][C:6]1[CH:5]=[CH:4][C:3]([O:2][CH3:1])=[CH:12][C:7]=1[NH:8][NH2:13])[CH3:11], predict the reactants needed to synthesize it. (2) The reactants are: [C:1]1(=[O:7])[CH2:6][CH2:5][CH2:4][CH:3]=[CH:2]1.[CH2:8]([NH:15][CH2:16][C:17]1[CH:22]=[CH:21][CH:20]=[CH:19][CH:18]=1)[C:9]1[CH:14]=[CH:13][CH:12]=[CH:11][CH:10]=1.[N+](O[Bi](O[N+]([O-])=O)O[N+]([O-])=O)([O-])=O. Given the product [CH2:16]([N:15]([CH2:8][C:9]1[CH:14]=[CH:13][CH:12]=[CH:11][CH:10]=1)[CH:3]1[CH2:4][CH2:5][CH2:6][C:1](=[O:7])[CH2:2]1)[C:17]1[CH:22]=[CH:21][CH:20]=[CH:19][CH:18]=1, predict the reactants needed to synthesize it. (3) Given the product [ClH:1].[Cl:1][C:2]1[CH:3]=[C:4]2[C:9](=[C:10]([Cl:12])[CH:11]=1)[CH2:8][N:7]([CH3:13])[CH2:6][CH:5]2[C:14]1[CH:19]=[CH:18][C:17]([NH:20][C:22]([NH:21][CH2:24][CH3:25])=[S:23])=[CH:16][CH:15]=1, predict the reactants needed to synthesize it. The reactants are: [Cl:1][C:2]1[CH:3]=[C:4]2[C:9](=[C:10]([Cl:12])[CH:11]=1)[CH2:8][N:7]([CH3:13])[CH2:6][CH:5]2[C:14]1[CH:19]=[CH:18][C:17]([NH2:20])=[CH:16][CH:15]=1.[N:21]([CH2:24][CH3:25])=[C:22]=[S:23]. (4) Given the product [C:34]([N:16]1[CH2:17][CH2:18][C:19]2[N:11]([CH2:10][C:9]([NH:8][C:6]3[CH:7]=[C:2]([Cl:1])[CH:3]=[CH:4][C:5]=3[O:25][CH3:26])=[O:24])[N:12]=[C:13]([C:20]([F:23])([F:22])[F:21])[C:14]=2[CH2:15]1)(=[O:36])[CH3:35], predict the reactants needed to synthesize it. The reactants are: [Cl:1][C:2]1[CH:3]=[CH:4][C:5]([O:25][CH3:26])=[C:6]([NH:8][C:9](=[O:24])[CH2:10][N:11]2[C:19]3[CH2:18][CH2:17][NH:16][CH2:15][C:14]=3[C:13]([C:20]([F:23])([F:22])[F:21])=[N:12]2)[CH:7]=1.C(N(CC)CC)C.[C:34](Cl)(=[O:36])[CH3:35].